Dataset: NCI-60 drug combinations with 297,098 pairs across 59 cell lines. Task: Regression. Given two drug SMILES strings and cell line genomic features, predict the synergy score measuring deviation from expected non-interaction effect. (1) Drug 1: COC1=CC(=CC(=C1O)OC)C2C3C(COC3=O)C(C4=CC5=C(C=C24)OCO5)OC6C(C(C7C(O6)COC(O7)C8=CC=CS8)O)O. Drug 2: CC12CCC3C(C1CCC2OP(=O)(O)O)CCC4=C3C=CC(=C4)OC(=O)N(CCCl)CCCl.[Na+]. Cell line: U251. Synergy scores: CSS=52.0, Synergy_ZIP=5.39, Synergy_Bliss=4.90, Synergy_Loewe=-21.5, Synergy_HSA=6.51. (2) Drug 1: CS(=O)(=O)C1=CC(=C(C=C1)C(=O)NC2=CC(=C(C=C2)Cl)C3=CC=CC=N3)Cl. Drug 2: C1=CC=C(C=C1)NC(=O)CCCCCCC(=O)NO. Cell line: BT-549. Synergy scores: CSS=4.88, Synergy_ZIP=0.338, Synergy_Bliss=5.05, Synergy_Loewe=2.75, Synergy_HSA=4.19.